From a dataset of Catalyst prediction with 721,799 reactions and 888 catalyst types from USPTO. Predict which catalyst facilitates the given reaction. (1) Reactant: [CH:1]([C:4]1[CH:10]=[CH:9][CH:8]=[CH:7][C:5]=1[NH2:6])([CH3:3])[CH3:2].[N+:11]([O-])([O-:13])=[O:12].[K+].[OH-].[Na+]. Product: [CH:1]([C:4]1[CH:10]=[CH:9][C:8]([N+:11]([O-:13])=[O:12])=[CH:7][C:5]=1[NH2:6])([CH3:3])[CH3:2]. The catalyst class is: 82. (2) Reactant: C(O[C:6](=O)[NH:7][C:8]1[CH:13]=[C:12]([F:14])[CH:11]=[CH:10][C:9]=1[NH2:15])(C)(C)C.[CH:17]1([CH:23]=O)[CH2:22][CH2:21][CH2:20][CH2:19][CH2:18]1.Cl[C:26]1[CH:27]=[C:28]([CH2:32][C:33]([OH:35])=O)[CH:29]=[CH:30][CH:31]=1.[CH:36]1([N+:42]#[C-])[CH2:41][CH2:40][CH2:39][CH2:38][CH2:37]1.[ClH:44]. Product: [Cl:44][C:21]1[CH:22]=[C:17]([CH:18]=[CH:19][CH:20]=1)[CH2:23][C:6]1[N:15]([CH:32]([CH:28]2[CH2:27][CH2:26][CH2:31][CH2:30][CH2:29]2)[C:33]([NH:42][CH:36]2[CH2:41][CH2:40][CH2:39][CH2:38][CH2:37]2)=[O:35])[C:9]2[CH:10]=[CH:11][C:12]([F:14])=[CH:13][C:8]=2[N:7]=1. The catalyst class is: 71.